Dataset: Forward reaction prediction with 1.9M reactions from USPTO patents (1976-2016). Task: Predict the product of the given reaction. (1) Given the reactants Br[C:2]1[CH:3]=[N:4][N:5]([C:7]([C:24]2[CH:29]=[CH:28][C:27]([O:30][CH3:31])=[CH:26][CH:25]=2)([C:16]2[CH:21]=[CH:20][C:19]([O:22][CH3:23])=[CH:18][CH:17]=2)[C:8]2[CH:13]=[CH:12][C:11]([O:14][CH3:15])=[CH:10][CH:9]=2)[CH:6]=1.[CH:32]([C:34]1[CH:39]=[CH:38][C:37](B(O)O)=[CH:36][CH:35]=1)=[O:33].C([O-])([O-])=O.[K+].[K+], predict the reaction product. The product is: [CH3:15][O:14][C:11]1[CH:12]=[CH:13][C:8]([C:7]([C:24]2[CH:29]=[CH:28][C:27]([O:30][CH3:31])=[CH:26][CH:25]=2)([C:16]2[CH:21]=[CH:20][C:19]([O:22][CH3:23])=[CH:18][CH:17]=2)[N:5]2[CH:6]=[C:2]([C:37]3[CH:38]=[CH:39][C:34]([CH:32]=[O:33])=[CH:35][CH:36]=3)[CH:3]=[N:4]2)=[CH:9][CH:10]=1. (2) Given the reactants [NH2:1][C:2]1[CH:7]=[CH:6][C:5]([O:8][CH3:9])=[CH:4][C:3]=1[NH:10][C:11](=O)[C:12]1[CH:17]=[C:16]([Br:18])[CH:15]=[CH:14][C:13]=1[F:19], predict the reaction product. The product is: [Br:18][C:16]1[CH:15]=[CH:14][C:13]([F:19])=[C:12]([C:11]2[NH:1][C:2]3[CH:7]=[CH:6][C:5]([O:8][CH3:9])=[CH:4][C:3]=3[N:10]=2)[CH:17]=1. (3) Given the reactants Br[C:2]1[CH:11]=[CH:10][C:9]2[C:4](=[CH:5][CH:6]=[CH:7][CH:8]=2)[CH:3]=1.OB(O)[C:14]1[CH:19]=[CH:18][CH:17]=[C:16]([N+:20]([O-:22])=[O:21])[CH:15]=1, predict the reaction product. The product is: [CH:3]1[C:4]2[C:9](=[CH:8][CH:7]=[CH:6][CH:5]=2)[CH:10]=[CH:11][C:2]=1[C:14]1[CH:15]=[C:16]([N+:20]([O-:22])=[O:21])[CH:17]=[CH:18][CH:19]=1.